Dataset: Catalyst prediction with 721,799 reactions and 888 catalyst types from USPTO. Task: Predict which catalyst facilitates the given reaction. (1) Reactant: [C:1]([O-])(O)=[O:2].[Na+].Cl.[NH2:7][C@@H:8]([CH:13]1[CH2:18][CH2:17][CH2:16][CH2:15][CH2:14]1)[C:9]([O:11][CH3:12])=[O:10].ClC(Cl)(OC(=O)OC(Cl)(Cl)Cl)Cl. Product: [CH:13]1([C@H:8]([N:7]=[C:1]=[O:2])[C:9]([O:11][CH3:12])=[O:10])[CH2:18][CH2:17][CH2:16][CH2:15][CH2:14]1. The catalyst class is: 2. (2) Product: [Br:16][C:10]1[CH:11]=[CH:12][CH:13]=[C:14]2[C:9]=1[CH:8]=[CH:7][N:6]=[CH:5]2. Reactant: N([O-])=O.[Na+].[CH:5]1[C:14]2[C:9](=[C:10](N)[CH:11]=[CH:12][CH:13]=2)[CH:8]=[CH:7][N:6]=1.[BrH:16].[NH4+]. The catalyst class is: 6.